From a dataset of hERG Central: cardiac toxicity at 1µM, 10µM, and general inhibition. Predict hERG channel inhibition at various concentrations. Results: hERG_inhib (hERG inhibition (general)): blocker. The drug is O=C(Nc1ccccc1C(F)(F)F)N1CCN(c2ccc3nnc(-c4ccc(F)cc4)n3n2)CC1.